The task is: Predict the reaction yield, written as a fraction of the theoretical maximum amount of product (1.0 means a 100% yield; for example, 0.34 means a 34% yield).. This data is from Reaction yield outcomes from USPTO patents with 853,638 reactions. (1) The reactants are [CH3:1][O:2][C:3]1[C:4]2[N:12]=[C:11]([N:13]=[C:14](SC)SC)[S:10][C:5]=2[N:6]=[C:7]([CH3:9])[N:8]=1.Cl.Cl.[NH2:21][CH2:22][C@@:23]1([OH:31])[CH:28]2[CH2:29][CH2:30][N:25]([CH2:26][CH2:27]2)[CH2:24]1.C(=O)([O-])[O-].[Cs+].[Cs+].O. The catalyst is CN(C=O)C. The product is [CH3:1][O:2][C:3]1[C:4]2[N:12]=[C:11]([NH:13][C:14]3[O:31][C@:23]4([CH2:22][N:21]=3)[CH:28]3[CH2:29][CH2:30][N:25]([CH2:26][CH2:27]3)[CH2:24]4)[S:10][C:5]=2[N:6]=[C:7]([CH3:9])[N:8]=1. The yield is 0.500. (2) The reactants are Cl[C:2]1[C:11]2[C:6](=[CH:7][C:8]([O:14][CH3:15])=[C:9]([O:12][CH3:13])[CH:10]=2)[N:5]=[CH:4][CH:3]=1.[C:16]([O:25][CH2:26][CH3:27])(=[O:24])[C:17]1[C:18](=[CH:20][CH:21]=[CH:22][CH:23]=1)[OH:19]. The catalyst is CN(C)C1C=CN=CC=1.ClC1C=CC=CC=1Cl. The product is [CH3:13][O:12][C:9]1[CH:10]=[C:11]2[C:6](=[CH:7][C:8]=1[O:14][CH3:15])[N:5]=[CH:4][CH:3]=[C:2]2[O:19][C:18]1[CH:20]=[CH:21][CH:22]=[CH:23][C:17]=1[C:16]([O:25][CH2:26][CH3:27])=[O:24]. The yield is 0.560. (3) The reactants are [CH3:1][O-:2].[Na+].[CH3:4][C:5]1([CH3:12])[CH2:10][O:9][C:8](=[O:11])[CH2:7][CH2:6]1. The catalyst is CO. The product is [CH3:1][O:2][C:8](=[O:11])[CH2:7][CH2:6][C:5]([CH3:12])([CH3:4])[CH2:10][OH:9]. The yield is 0.930. (4) The reactants are [CH3:1][O:2][C:3]1[CH:17]=[C:16]2[C:6]([CH:7]([NH2:18])[CH2:8][C:9]3([O:15]2)[CH2:14][CH2:13][CH2:12][CH2:11][CH2:10]3)=[CH:5][CH:4]=1.COC([N:23]1[C:31]2[C:26](=[C:27]([NH:32][C:33](ON3C(=O)CCC3=O)=[O:34])[CH:28]=[CH:29][CH:30]=2)[CH:25]=[N:24]1)=O.C(N(C(C)C)CC)(C)C.[OH-].[Na+]. The catalyst is CN(C)C=O.O.O1CCCC1. The product is [NH:23]1[C:31]2[C:26](=[C:27]([NH:32][C:33]([NH:18][CH:7]3[C:6]4[C:16](=[CH:17][C:3]([O:2][CH3:1])=[CH:4][CH:5]=4)[O:15][C:9]4([CH2:14][CH2:13][CH2:12][CH2:11][CH2:10]4)[CH2:8]3)=[O:34])[CH:28]=[CH:29][CH:30]=2)[CH:25]=[N:24]1. The yield is 0.830.